From a dataset of Full USPTO retrosynthesis dataset with 1.9M reactions from patents (1976-2016). Predict the reactants needed to synthesize the given product. Given the product [CH3:5][N:6]1[CH:10]=[N:9][C:8]([C:11]([OH:13])([C:1]#[CH:2])[CH3:12])=[N:7]1, predict the reactants needed to synthesize it. The reactants are: [C:1]([Mg]Br)#[CH:2].[CH3:5][N:6]1[CH:10]=[N:9][C:8]([C:11](=[O:13])[CH3:12])=[N:7]1.